This data is from Forward reaction prediction with 1.9M reactions from USPTO patents (1976-2016). The task is: Predict the product of the given reaction. (1) Given the reactants CN1CCCC1=O.Cl[C:9]1[N:10]([CH2:31][C:32]([F:35])([F:34])[F:33])[C:11]2[C:16]([N:17]=1)=[C:15]([N:18]1[CH2:23][CH2:22][O:21][CH2:20][CH2:19]1)[N:14]=[C:13]([C:24]1[CH:25]=[N:26][C:27]([NH2:30])=[N:28][CH:29]=1)[N:12]=2.[CH3:36][C@H:37]1[CH2:42][NH:41][CH2:40][CH2:39][NH:38]1, predict the reaction product. The product is: [CH3:36][C@@H:37]1[NH:38][CH2:39][CH2:40][N:41]([C:9]2[N:10]([CH2:31][C:32]([F:35])([F:34])[F:33])[C:11]3[C:16]([N:17]=2)=[C:15]([N:18]2[CH2:23][CH2:22][O:21][CH2:20][CH2:19]2)[N:14]=[C:13]([C:24]2[CH:29]=[N:28][C:27]([NH2:30])=[N:26][CH:25]=2)[N:12]=3)[CH2:42]1. (2) Given the reactants N[C:2]1[S:3][CH:4]=[C:5]([C:7]2[C:15]3[S:14][C:13]([NH2:16])=[N:12][C:11]=3[C:10]([O:17][CH3:18])=[CH:9][CH:8]=2)[N:6]=1.[H-].[Na+].[CH2:21](N(CC)CC)C.[N:28]1([C:34](Cl)=[O:35])[CH2:33][CH2:32][O:31][CH2:30][CH2:29]1, predict the reaction product. The product is: [CH3:18][O:17][C:10]1[C:11]2[N:12]=[C:13]([NH:16][C:34]([N:28]3[CH2:33][CH2:32][O:31][CH2:30][CH2:29]3)=[O:35])[S:14][C:15]=2[C:7]([C:5]2[N:6]=[C:2]([CH3:21])[S:3][CH:4]=2)=[CH:8][CH:9]=1. (3) Given the reactants Cl.Cl[C:3]1[N:16]2[C:7](=[N:8][C:9]3[C:14]([C:15]2=[O:17])=[C:13]([F:18])[CH:12]=[CH:11][CH:10]=3)[C:6]2[CH:19]=[CH:20][N:21]([S:22]([C:25]3[CH:30]=[CH:29][C:28]([CH3:31])=[CH:27][CH:26]=3)(=[O:24])=[O:23])[C:5]=2[N:4]=1.Cl.[NH2:33][C:34]1[CH:35]=[C:36]([NH:42][C:43](=[O:48])[CH2:44][N:45]([CH3:47])[CH3:46])[CH:37]=[CH:38][C:39]=1[O:40][CH3:41].[NH4+:49].[OH-].C(Cl)(Cl)Cl, predict the reaction product. The product is: [CH3:46][N:45]([CH3:47])[CH2:44][C:43]([NH:42][C:36]1[CH:37]=[CH:38][C:39]([O:40][CH3:41])=[C:34]([NH:33][C:3]2[N:16]=[C:7]([NH:8][C:9]3[CH:10]=[CH:11][CH:12]=[C:13]([F:18])[C:14]=3[C:15]([NH2:49])=[O:17])[C:6]3[CH:19]=[CH:20][N:21]([S:22]([C:25]4[CH:30]=[CH:29][C:28]([CH3:31])=[CH:27][CH:26]=4)(=[O:24])=[O:23])[C:5]=3[N:4]=2)[CH:35]=1)=[O:48].